The task is: Regression. Given two drug SMILES strings and cell line genomic features, predict the synergy score measuring deviation from expected non-interaction effect.. This data is from NCI-60 drug combinations with 297,098 pairs across 59 cell lines. (1) Drug 1: CCCCC(=O)OCC(=O)C1(CC(C2=C(C1)C(=C3C(=C2O)C(=O)C4=C(C3=O)C=CC=C4OC)O)OC5CC(C(C(O5)C)O)NC(=O)C(F)(F)F)O. Drug 2: C(CCl)NC(=O)N(CCCl)N=O. Cell line: A498. Synergy scores: CSS=29.6, Synergy_ZIP=-11.5, Synergy_Bliss=-6.05, Synergy_Loewe=-22.9, Synergy_HSA=-5.96. (2) Drug 1: C1=CC(=C2C(=C1NCCNCCO)C(=O)C3=C(C=CC(=C3C2=O)O)O)NCCNCCO. Drug 2: CC1=C2C(C(=O)C3(C(CC4C(C3C(C(C2(C)C)(CC1OC(=O)C(C(C5=CC=CC=C5)NC(=O)OC(C)(C)C)O)O)OC(=O)C6=CC=CC=C6)(CO4)OC(=O)C)O)C)O. Cell line: 786-0. Synergy scores: CSS=66.2, Synergy_ZIP=-3.51, Synergy_Bliss=-3.99, Synergy_Loewe=-2.16, Synergy_HSA=0.204. (3) Drug 1: CCC1(CC2CC(C3=C(CCN(C2)C1)C4=CC=CC=C4N3)(C5=C(C=C6C(=C5)C78CCN9C7C(C=CC9)(C(C(C8N6C)(C(=O)OC)O)OC(=O)C)CC)OC)C(=O)OC)O.OS(=O)(=O)O. Drug 2: C1CC(=O)NC(=O)C1N2C(=O)C3=CC=CC=C3C2=O. Cell line: RPMI-8226. Synergy scores: CSS=17.6, Synergy_ZIP=6.49, Synergy_Bliss=13.5, Synergy_Loewe=1.22, Synergy_HSA=7.62. (4) Drug 1: CC12CCC3C(C1CCC2NC(=O)OCC(F)(F)F)CCC4C3(C=CC(=O)N4C)C. Drug 2: CC1CC(C(C(C=C(C(C(C=CC=C(C(=O)NC2=CC(=O)C(=C(C1)C2=O)OC)C)OC)OC(=O)N)C)C)O)OC. Cell line: SK-OV-3. Synergy scores: CSS=40.3, Synergy_ZIP=8.05, Synergy_Bliss=7.06, Synergy_Loewe=-22.8, Synergy_HSA=3.15.